Predict the reactants needed to synthesize the given product. From a dataset of Full USPTO retrosynthesis dataset with 1.9M reactions from patents (1976-2016). (1) Given the product [Br:20][C:21]1[CH:22]=[C:23]([C@:27]23[CH2:32][CH2:31][O:30][CH2:29][C@H:28]2[S:36][C:35]([NH2:37])=[N:34]3)[CH:24]=[CH:25][CH:26]=1, predict the reactants needed to synthesize it. The reactants are: C1(P(C2C=CC=CC=2)C2C=CC=CC=2)C=CC=CC=1.[Br:20][C:21]1[CH:22]=[C:23]([C@:27]2([NH:34][C:35]([NH2:37])=[S:36])[CH2:32][CH2:31][O:30][CH2:29][C@@H:28]2O)[CH:24]=[CH:25][CH:26]=1.O. (2) Given the product [F:1][C:2]([F:7])([F:6])[C:3]([OH:5])=[O:4].[CH2:8]([CH:10]1[NH:17][CH2:16][C:13]2([CH2:14][CH2:15]2)[NH:12][C:11]1=[O:25])[CH3:9], predict the reactants needed to synthesize it. The reactants are: [F:1][C:2]([F:7])([F:6])[C:3]([OH:5])=[O:4].[CH2:8]([CH:10]1[N:17](C(OC(C)(C)C)=O)[CH2:16][C:13]2([CH2:15][CH2:14]2)[NH:12][C:11]1=[O:25])[CH3:9]. (3) Given the product [O:30]1[CH2:29][CH:28]=[C:27]([C:2]2[CH:3]=[CH:4][C:5]([N+:16]([O-:18])=[O:17])=[C:6]([CH:15]=2)[NH:7][CH2:8][C:9]2[CH:14]=[CH:13][CH:12]=[CH:11][N:10]=2)[CH2:32][CH2:31]1, predict the reactants needed to synthesize it. The reactants are: Br[C:2]1[CH:3]=[CH:4][C:5]([N+:16]([O-:18])=[O:17])=[C:6]([CH:15]=1)[NH:7][CH2:8][C:9]1[CH:14]=[CH:13][CH:12]=[CH:11][N:10]=1.CC1(C)C(C)(C)OB([C:27]2[CH2:28][CH2:29][O:30][CH2:31][CH:32]=2)O1.C(=O)([O-])[O-].[Cs+].[Cs+].O. (4) Given the product [O:6]1[CH2:7][CH2:8][CH:3]([NH:2][C:15](=[O:16])[O:17][C:18]([CH3:20])=[CH2:19])[CH2:4][CH2:5]1, predict the reactants needed to synthesize it. The reactants are: Cl.[NH2:2][CH:3]1[CH2:8][CH2:7][O:6][CH2:5][CH2:4]1.C([O-])(O)=O.[Na+].Cl[C:15]([O:17][C:18]([CH3:20])=[CH2:19])=[O:16]. (5) Given the product [CH2:22]([O:29][C:30]1[CH:35]=[C:34]([I:36])[CH:33]=[CH:32][C:31]=1[N:37]1[S:41](=[O:43])(=[O:42])[NH:40][C:39](=[O:50])[CH2:38]1)[C:23]1[CH:24]=[CH:25][CH:26]=[CH:27][CH:28]=1, predict the reactants needed to synthesize it. The reactants are: [F-].C([N+](CCCC)(CCCC)CCCC)CCC.[N-]=C=O.[CH2:22]([O:29][C:30]1[CH:35]=[C:34]([I:36])[CH:33]=[CH:32][C:31]=1[N:37]1[S:41](=[O:43])(=[O:42])[N:40](CC[Si](C)(C)C)[C:39](=[O:50])[CH2:38]1)[C:23]1[CH:28]=[CH:27][CH:26]=[CH:25][CH:24]=1. (6) Given the product [ClH:7].[Cl:7][C:8]1[N:9]=[C:10]([NH:24][CH2:25][CH2:26][CH3:27])[C:11]2[N:12]=[C:13]([NH:22][CH3:23])[N:14]=[C:15]([NH:18][CH2:19][CH2:20][CH3:21])[C:16]=2[N:17]=1, predict the reactants needed to synthesize it. The reactants are: Cl.C(OCC)C.[Cl:7][C:8]1[N:9]=[C:10]([NH:24][CH2:25][CH2:26][CH3:27])[C:11]2[N:12]=[C:13]([NH:22][CH3:23])[N:14]=[C:15]([NH:18][CH2:19][CH2:20][CH3:21])[C:16]=2[N:17]=1. (7) Given the product [CH3:1][O:2][C:3]1[CH:8]=[CH:7][C:6]([C:9]2[C:18]([C:17]3[CH:16]=[CH:15][C:14]([OH:20])=[C:13]([CH3:21])[C:12]=3[OH:11])=[N:24][NH:25][C:10]=2[CH3:22])=[CH:5][CH:4]=1, predict the reactants needed to synthesize it. The reactants are: [CH3:1][O:2][C:3]1[CH:8]=[CH:7][C:6]([C:9]2[CH:18](O)[C:17]3[C:12](=[C:13]([CH3:21])[C:14]([OH:20])=[CH:15][CH:16]=3)[O:11][C:10]=2[CH3:22])=[CH:5][CH:4]=1.O.[NH2:24][NH2:25].